From a dataset of Reaction yield outcomes from USPTO patents with 853,638 reactions. Predict the reaction yield, written as a fraction of the theoretical maximum amount of product (1.0 means a 100% yield; for example, 0.34 means a 34% yield). (1) The reactants are [C:1]([C:5]1[CH:24]=[CH:23][C:8]([CH2:9][NH:10][CH2:11][CH2:12][C:13]2[CH:18]=[CH:17][CH:16]=[C:15]([O:19][CH:20]([F:22])[F:21])[CH:14]=2)=[CH:7][CH:6]=1)([CH3:4])([CH3:3])[CH3:2].CN1CCOCC1.CN(C(ON1N=NC2C=CC=CC1=2)=[N+](C)C)C.F[P-](F)(F)(F)(F)F.[NH:56]1[C:60]2=[C:61]([C:65](O)=[O:66])[N:62]=[CH:63][CH:64]=[C:59]2[CH:58]=[CH:57]1. The catalyst is CN(C=O)C. The product is [C:1]([C:5]1[CH:24]=[CH:23][C:8]([CH2:9][N:10]([CH2:11][CH2:12][C:13]2[CH:18]=[CH:17][CH:16]=[C:15]([O:19][CH:20]([F:22])[F:21])[CH:14]=2)[C:65]([C:61]2[N:62]=[CH:63][CH:64]=[C:59]3[CH:58]=[CH:57][NH:56][C:60]=23)=[O:66])=[CH:7][CH:6]=1)([CH3:4])([CH3:2])[CH3:3]. The yield is 0.860. (2) The yield is 0.620. The product is [CH:28]1([CH2:27][NH:26][CH2:24][CH2:23][CH2:22][N:3]2[C:4]3[C:9](=[CH:8][CH:7]=[CH:6][CH:5]=3)[C:10]3([C:14]4=[CH:15][C:16]5[O:20][CH2:19][O:18][C:17]=5[CH:21]=[C:13]4[O:12][CH2:11]3)[C:2]2=[O:1])[CH2:30][CH2:29]1. The reactants are [O:1]=[C:2]1[C:10]2([C:14]3=[CH:15][C:16]4[O:20][CH2:19][O:18][C:17]=4[CH:21]=[C:13]3[O:12][CH2:11]2)[C:9]2[C:4](=[CH:5][CH:6]=[CH:7][CH:8]=2)[N:3]1[CH2:22][CH2:23][CH:24]=O.[NH2:26][CH2:27][CH:28]1[CH2:30][CH2:29]1.C(O[BH-](OC(=O)C)OC(=O)C)(=O)C.C1(OC2C=CC(C=O)=CC=2)C=CC=CC=1. The catalyst is C1COCC1.CCOCC. (3) The reactants are [C:1]([O:5][C:6]([NH:8][C:9]([CH3:14])([CH2:12][OH:13])[CH2:10][OH:11])=[O:7])([CH3:4])([CH3:3])[CH3:2].[C:15](OC=C)(=[O:21])[CH2:16][CH2:17][CH2:18][CH2:19][CH3:20]. The catalyst is C(OC(C)C)(C)C. The product is [C:1]([O:5][C:6]([NH:8][C@@:9]([CH3:14])([CH2:10][O:11][C:15](=[O:21])[CH2:16][CH2:17][CH2:18][CH2:19][CH3:20])[CH2:12][OH:13])=[O:7])([CH3:4])([CH3:3])[CH3:2]. The yield is 0.850. (4) The reactants are [CH3:1][N:2]([CH3:20])[C:3]([C:5]1[C:6]([C:16]([O:18]C)=[O:17])=[N:7][N:8]([C:10]2[CH:15]=[CH:14][CH:13]=[CH:12][CH:11]=2)[N:9]=1)=[O:4].[Li+].[OH-]. The catalyst is C1COCC1. The product is [CH3:1][N:2]([CH3:20])[C:3]([C:5]1[C:6]([C:16]([OH:18])=[O:17])=[N:7][N:8]([C:10]2[CH:15]=[CH:14][CH:13]=[CH:12][CH:11]=2)[N:9]=1)=[O:4]. The yield is 0.890. (5) The reactants are [NH2:1][C:2]1[C:3]([Cl:19])=[C:4]([C:15]([F:18])=[CH:16][CH:17]=1)[C:5]([O:7][CH2:8][C:9]1[CH:14]=[CH:13][CH:12]=[CH:11][CH:10]=1)=[O:6].C(N([CH2:25][CH3:26])CC)C.[CH2:27]([S:30](Cl)(=[O:32])=[O:31])[CH2:28][CH3:29]. The catalyst is ClCCl. The product is [Cl:19][C:3]1[C:2]([N:1]([S:30]([CH2:27][CH2:25][CH3:26])(=[O:32])=[O:31])[S:30]([CH2:27][CH2:28][CH3:29])(=[O:32])=[O:31])=[CH:17][CH:16]=[C:15]([F:18])[C:4]=1[C:5]([O:7][CH2:8][C:9]1[CH:14]=[CH:13][CH:12]=[CH:11][CH:10]=1)=[O:6]. The yield is 0.711. (6) The product is [Cl:37][CH2:36][C:20]([C:17]1[CH:18]=[C:19]2[C:14](=[CH:15][CH:16]=1)[N:13]([CH3:34])[C:12](=[O:35])[CH:11]=[C:10]2[C:6]1[CH:7]=[CH:8][CH:9]=[C:4]([Cl:3])[CH:5]=1)([C:27]1[CH:28]=[CH:29][C:30]([Cl:33])=[CH:31][CH:32]=1)[C:21]1[N:25]([CH3:26])[CH:24]=[N:23][N:22]=1. The yield is 0.510. The catalyst is COCCOC.O.CC(O)C. The reactants are N#N.[Cl:3][C:4]1[CH:5]=[C:6]([C:10]2[C:19]3[C:14](=[CH:15][CH:16]=[C:17]([CH:20]([C:27]4[CH:32]=[CH:31][C:30]([Cl:33])=[CH:29][CH:28]=4)[C:21]4[N:25]([CH3:26])[CH:24]=[N:23][N:22]=4)[CH:18]=3)[N:13]([CH3:34])[C:12](=[O:35])[CH:11]=2)[CH:7]=[CH:8][CH:9]=1.[CH2:36](Cl)[Cl:37].[K]. (7) The reactants are Cl.[F:2][C:3]1[C:23]([CH2:24][N:25]2[CH2:29][CH2:28][CH2:27][CH2:26]2)=[CH:22][CH:21]=[CH:20][C:4]=1[O:5][C@H:6]1[CH2:9][C@H:8]([CH2:10][N:11](C)[C:12](=O)OC(C)(C)C)[CH2:7]1. The catalyst is O1CCOCC1. The product is [F:2][C:3]1[C:23]([CH2:24][N:25]2[CH2:29][CH2:28][CH2:27][CH2:26]2)=[CH:22][CH:21]=[CH:20][C:4]=1[O:5][C@H:6]1[CH2:9][C@H:8]([CH2:10][NH:11][CH3:12])[CH2:7]1. The yield is 0.790. (8) The reactants are [Br:1][C:2]1[NH:6][N:5]=[CH:4][N:3]=1.C[O-].[Na+].CO.Br[CH2:13][C:14]1[CH:19]=[CH:18][CH:17]=[CH:16][CH:15]=1. The product is [CH2:13]([N:5]1[CH:4]=[N:3][C:2]([Br:1])=[N:6]1)[C:14]1[CH:19]=[CH:18][CH:17]=[CH:16][CH:15]=1. The catalyst is CCOC(C)=O. The yield is 0.630. (9) The reactants are [H-].[Na+].[CH:3]([C:6]1[CH:11]=[CH:10][CH:9]=[CH:8][C:7]=1[OH:12])([CH3:5])[CH3:4].[CH3:13][O:14][CH2:15]Cl.CO. The catalyst is O1CCCC1.O. The product is [CH:3]([C:6]1[CH:11]=[CH:10][CH:9]=[CH:8][C:7]=1[O:12][CH2:13][O:14][CH3:15])([CH3:5])[CH3:4]. The yield is 0.870.